This data is from Forward reaction prediction with 1.9M reactions from USPTO patents (1976-2016). The task is: Predict the product of the given reaction. (1) Given the reactants Br[CH2:2][CH2:3][CH2:4][CH2:5][CH2:6][CH2:7][C:8]1[C:14]2[CH:15]=[CH:16][C:17]([OH:19])=[CH:18][C:13]=2[CH2:12][CH2:11][CH2:10][C:9]=1[C:20]1[CH:25]=[CH:24][CH:23]=[CH:22][CH:21]=1.[CH3:26][NH:27][CH2:28][CH2:29][CH2:30][S:31]([CH2:33][CH2:34][CH2:35][C:36]([F:42])([F:41])[C:37]([F:40])([F:39])[F:38])=[O:32], predict the reaction product. The product is: [CH3:26][N:27]([CH2:28][CH2:29][CH2:30][S:31]([CH2:33][CH2:34][CH2:35][C:36]([F:42])([F:41])[C:37]([F:40])([F:39])[F:38])=[O:32])[CH2:2][CH2:3][CH2:4][CH2:5][CH2:6][CH2:7][C:8]1[C:14]2[CH:15]=[CH:16][C:17]([OH:19])=[CH:18][C:13]=2[CH2:12][CH2:11][CH2:10][C:9]=1[C:20]1[CH:25]=[CH:24][CH:23]=[CH:22][CH:21]=1. (2) Given the reactants Cl.[Cl:2][C:3]1[CH:4]=[C:5]([NH:10][C:11]2[C:20]3[C:15](=[CH:16][C:17]([O:34]C(=O)C)=[C:18]([O:21][CH:22]4[CH2:27][CH2:26][N:25]([C:28](=[O:33])[C:29]([F:32])([F:31])[F:30])[CH2:24][CH2:23]4)[CH:19]=3)[N:14]=[CH:13][N:12]=2)[CH:6]=[CH:7][C:8]=1[F:9].C(=O)([O-])O.[Na+], predict the reaction product. The product is: [Cl:2][C:3]1[CH:4]=[C:5]([NH:10][C:11]2[C:20]3[C:15](=[CH:16][C:17]([OH:34])=[C:18]([O:21][CH:22]4[CH2:27][CH2:26][N:25]([C:28](=[O:33])[C:29]([F:30])([F:31])[F:32])[CH2:24][CH2:23]4)[CH:19]=3)[N:14]=[CH:13][N:12]=2)[CH:6]=[CH:7][C:8]=1[F:9]. (3) Given the reactants [Br:1][C:2]1[CH:7]=[CH:6][C:5]([OH:8])=[C:4]([F:9])[C:3]=1[F:10].[C:11]1(B(O)O)[CH:16]=[CH:15][CH:14]=[CH:13][CH:12]=1.C(Cl)Cl, predict the reaction product. The product is: [Br:1][C:2]1[CH:7]=[CH:6][C:5]([O:8][C:11]2[CH:16]=[CH:15][CH:14]=[CH:13][CH:12]=2)=[C:4]([F:9])[C:3]=1[F:10]. (4) Given the reactants Br[C:2]1[S:6][C:5]([NH2:7])=[N:4][C:3]=1[CH3:8].[CH3:9][O-:10].[Na+].ClCCl.O, predict the reaction product. The product is: [CH3:9][O:10][C:2]1[S:6][C:5]([NH2:7])=[N:4][C:3]=1[CH3:8]. (5) Given the reactants Cl[C:2]1[N:7]=[C:6]([C:8]([O:10][CH3:11])=[O:9])[CH:5]=[CH:4][C:3]=1[CH:12]=[O:13].[C:14]1(B(O)O)[CH:19]=[CH:18][CH:17]=[CH:16][CH:15]=1.C(Cl)Cl.[F-].[K+], predict the reaction product. The product is: [CH:12]([C:3]1[CH:4]=[CH:5][C:6]([C:8]([O:10][CH3:11])=[O:9])=[N:7][C:2]=1[C:14]1[CH:19]=[CH:18][CH:17]=[CH:16][CH:15]=1)=[O:13].